From a dataset of Full USPTO retrosynthesis dataset with 1.9M reactions from patents (1976-2016). Predict the reactants needed to synthesize the given product. (1) Given the product [Cl:8][C:7]1[C:2]([N:15]2[CH2:14][CH2:13][NH:12][C@H:11]([CH3:10])[CH2:16]2)=[N:3][CH:4]=[C:5]([Cl:9])[CH:6]=1, predict the reactants needed to synthesize it. The reactants are: Cl[C:2]1[C:7]([Cl:8])=[CH:6][C:5]([Cl:9])=[CH:4][N:3]=1.[CH3:10][C@@H:11]1[CH2:16][NH:15][CH2:14][CH2:13][NH:12]1. (2) Given the product [C:14]1([C:23]2[CH:24]=[CH:25][CH:26]=[CH:27][CH:28]=2)[CH:19]=[CH:18][C:17]([C:2]2[CH:3]=[C:4]([N+:11]([O-:13])=[O:12])[CH:5]=[C:6]3[C:10]=2[NH:9][CH:8]=[CH:7]3)=[CH:16][CH:15]=1, predict the reactants needed to synthesize it. The reactants are: I[C:2]1[CH:3]=[C:4]([N+:11]([O-:13])=[O:12])[CH:5]=[C:6]2[C:10]=1[NH:9][CH:8]=[CH:7]2.[C:14]1([C:23]2[CH:28]=[CH:27][CH:26]=[CH:25][CH:24]=2)[CH:19]=[CH:18][C:17](B(O)O)=[CH:16][CH:15]=1.P([O-])([O-])([O-])=O.[K+].[K+].[K+].O1CCOCC1. (3) The reactants are: [C:1]1([CH:7]([C:28]2[CH:33]=[CH:32][CH:31]=[CH:30][CH:29]=2)[N:8]2[C:16]3[C:11](=[CH:12][CH:13]=[CH:14][CH:15]=3)[CH:10]([C:17]3[C:25]4[C:21](=[N:22][O:23][N:24]=4)[CH:20]=[CH:19][C:18]=3[OH:26])[C:9]2=[O:27])[CH:6]=[CH:5][CH:4]=[CH:3][CH:2]=1.[C:34]1(C(C2C=CC=CC=2)N2C3C(=CC=CC=3)C(C3C=C(C)C(OC)=CC=3O)C2=O)C=CC=CC=1. Given the product [C:1]1([CH:7]([C:28]2[CH:33]=[CH:32][CH:31]=[CH:30][CH:29]=2)[N:8]2[C:16]3[C:11](=[CH:12][CH:13]=[CH:14][CH:15]=3)[C:10]3([C:17]4[C:25]5=[N:24][O:23][N:22]=[C:21]5[CH:20]=[CH:19][C:18]=4[O:26][CH2:34]3)[C:9]2=[O:27])[CH:2]=[CH:3][CH:4]=[CH:5][CH:6]=1, predict the reactants needed to synthesize it. (4) Given the product [OH:44][C:40]([CH3:43])([CH3:42])[CH2:41][O:18][N:13]1[C:14]([CH3:17])([CH3:16])[CH2:15][CH:10]([O:9][C:7](=[O:8])[CH2:6][CH2:5][CH2:4][C:3]([O:22][CH:23]2[CH2:28][C:27]([CH3:30])([CH3:29])[N:26]([O:31][CH2:41][C:40]([OH:44])([CH3:43])[CH3:42])[C:25]([CH3:33])([CH3:32])[CH2:24]2)=[O:21])[CH2:11][C:12]1([CH3:20])[CH3:19], predict the reactants needed to synthesize it. The reactants are: OO.[C:3]([O:22][CH:23]1[CH2:28][C:27]([CH3:30])([CH3:29])[N:26]([OH:31])[C:25]([CH3:33])([CH3:32])[CH2:24]1)(=[O:21])[CH2:4][CH2:5][CH2:6][C:7]([O:9][CH:10]1[CH2:15][C:14]([CH3:17])([CH3:16])[N:13]([OH:18])[C:12]([CH3:20])([CH3:19])[CH2:11]1)=[O:8].S([O-])([O-])=O.[Na+].[Na+].[C:40]([OH:44])([CH3:43])([CH3:42])[CH3:41]. (5) Given the product [C:10]([O:19][C:32]1[C:33](=[O:35])[CH:34]=[C:29]([CH2:28][OH:27])[O:30][CH:31]=1)(=[O:18])[CH2:11][CH2:12][CH2:13][CH2:14][CH2:15][CH2:16][CH3:17], predict the reactants needed to synthesize it. The reactants are: [I-].ClC1C=CC=C[N+]=1C.[C:10]([OH:19])(=[O:18])[CH2:11][CH2:12][CH2:13][CH2:14][CH2:15][CH2:16][CH3:17].C(N(CC)CC)C.[OH:27][CH2:28][C:29]1[O:30][CH:31]=[C:32](O)[C:33](=[O:35])[CH:34]=1. (6) Given the product [C:30]([CH2:29][CH2:28][N:27]([CH:24]1[CH2:26][CH2:25]1)[CH:5]1[CH2:6][CH2:7][C:2]([CH2:9][O:10][C:11]2[CH:16]=[CH:15][C:14]([S:17]([NH2:20])(=[O:19])=[O:18])=[CH:13][C:12]=2[N+:21]([O-:23])=[O:22])([F:1])[CH2:3][CH2:4]1)#[N:31], predict the reactants needed to synthesize it. The reactants are: [F:1][C:2]1([CH2:9][O:10][C:11]2[CH:16]=[CH:15][C:14]([S:17]([NH2:20])(=[O:19])=[O:18])=[CH:13][C:12]=2[N+:21]([O-:23])=[O:22])[CH2:7][CH2:6][C:5](=O)[CH2:4][CH2:3]1.[CH:24]1([NH:27][CH2:28][CH2:29][C:30]#[N:31])[CH2:26][CH2:25]1.C(O[BH-](OC(=O)C)OC(=O)C)(=O)C.[Na+]. (7) Given the product [N:1]1([CH2:7][C:8]2[S:9][CH:10]=[C:11]([C:13]([NH:15][C:16]3[CH:24]=[C:23]([C:25]4[CH:26]=[C:27]5[CH:33]=[N:32][NH:31][C:28]5=[N:29][CH:30]=4)[CH:22]=[C:21]4[C:17]=3[CH:18]=[N:19][NH:20]4)=[O:14])[N:12]=2)[CH2:2][CH2:3][O:4][CH2:5][CH2:6]1, predict the reactants needed to synthesize it. The reactants are: [N:1]1([CH2:7][C:8]2[S:9][CH:10]=[C:11]([C:13]([NH:15][C:16]3[CH:24]=[C:23]([C:25]4[CH:26]=[C:27]5[CH:33]=[N:32][N:31](S(C6C=CC=CC=6)(=O)=O)[C:28]5=[N:29][CH:30]=4)[CH:22]=[C:21]4[C:17]=3[CH:18]=[N:19][N:20]4S(C3C=CC=CC=3)(=O)=O)=[O:14])[N:12]=2)[CH2:6][CH2:5][O:4][CH2:3][CH2:2]1.[OH-].[Na+].Cl. (8) Given the product [CH3:4][Si:3]([C:1]#[C:2][C:8]1[CH:21]=[CH:20][C:11]([O:12][CH2:13][CH2:14][N:15]2[CH2:19][CH2:18][CH2:17][CH2:16]2)=[CH:10][CH:9]=1)([CH3:6])[CH3:5], predict the reactants needed to synthesize it. The reactants are: [C:1]([Si:3]([CH3:6])([CH3:5])[CH3:4])#[CH:2].I[C:8]1[CH:21]=[CH:20][C:11]([O:12][CH2:13][CH2:14][N:15]2[CH2:19][CH2:18][CH2:17][CH2:16]2)=[CH:10][CH:9]=1. (9) The reactants are: [Li+].[OH-].[CH:3]1([CH:8]2[CH2:16][C:15]3[C:10](=[C:11]([CH3:37])[C:12]([CH3:36])=[C:13]([O:17][CH2:18][C:19]4[CH:20]=[C:21]([C:25]5[CH:30]=[CH:29][CH:28]=[C:27]([C:31]([O:33]CC)=[O:32])[CH:26]=5)[CH:22]=[CH:23][CH:24]=4)[CH:14]=3)[C:9]2=[O:38])[CH2:7][CH2:6][CH2:5][CH2:4]1.Cl. Given the product [CH:3]1([CH:8]2[CH2:16][C:15]3[C:10](=[C:11]([CH3:37])[C:12]([CH3:36])=[C:13]([O:17][CH2:18][C:19]4[CH:20]=[C:21]([C:25]5[CH:30]=[CH:29][CH:28]=[C:27]([C:31]([OH:33])=[O:32])[CH:26]=5)[CH:22]=[CH:23][CH:24]=4)[CH:14]=3)[C:9]2=[O:38])[CH2:4][CH2:5][CH2:6][CH2:7]1, predict the reactants needed to synthesize it. (10) Given the product [Cl:1][C:2]1[N:3]=[C:4]([NH:28][C:18]([CH3:27])([CH3:17])[CH2:19][C:20]2[CH:25]=[CH:24][C:23]([CH3:26])=[CH:22][CH:21]=2)[C:5]2[CH2:10][N:9]([CH:11]([CH3:13])[CH3:12])[C:8](=[O:14])[C:6]=2[N:7]=1, predict the reactants needed to synthesize it. The reactants are: [Cl:1][C:2]1[N:3]=[C:4](Cl)[C:5]2[CH2:10][N:9]([CH:11]([CH3:13])[CH3:12])[C:8](=[O:14])[C:6]=2[N:7]=1.Cl.[CH3:17][C:18]([NH2:28])([CH3:27])[CH2:19][C:20]1[CH:25]=[CH:24][C:23]([CH3:26])=[CH:22][CH:21]=1.CCN(C(C)C)C(C)C.